From a dataset of NCI-60 drug combinations with 297,098 pairs across 59 cell lines. Regression. Given two drug SMILES strings and cell line genomic features, predict the synergy score measuring deviation from expected non-interaction effect. (1) Drug 2: C1=NC2=C(N1)C(=S)N=CN2. Cell line: UO-31. Synergy scores: CSS=7.87, Synergy_ZIP=20.4, Synergy_Bliss=38.5, Synergy_Loewe=4.17, Synergy_HSA=8.66. Drug 1: CC1C(C(CC(O1)OC2CC(CC3=C2C(=C4C(=C3O)C(=O)C5=C(C4=O)C(=CC=C5)OC)O)(C(=O)CO)O)N)O.Cl. (2) Drug 1: C1CCN(CC1)CCOC2=CC=C(C=C2)C(=O)C3=C(SC4=C3C=CC(=C4)O)C5=CC=C(C=C5)O. Drug 2: CC1=C2C(C(=O)C3(C(CC4C(C3C(C(C2(C)C)(CC1OC(=O)C(C(C5=CC=CC=C5)NC(=O)OC(C)(C)C)O)O)OC(=O)C6=CC=CC=C6)(CO4)OC(=O)C)OC)C)OC. Cell line: CCRF-CEM. Synergy scores: CSS=67.7, Synergy_ZIP=11.7, Synergy_Bliss=11.9, Synergy_Loewe=-37.1, Synergy_HSA=9.19. (3) Drug 1: C1CCN(CC1)CCOC2=CC=C(C=C2)C(=O)C3=C(SC4=C3C=CC(=C4)O)C5=CC=C(C=C5)O. Drug 2: C1C(C(OC1N2C=NC3=C(N=C(N=C32)Cl)N)CO)O. Cell line: A498. Synergy scores: CSS=4.01, Synergy_ZIP=-1.61, Synergy_Bliss=-2.06, Synergy_Loewe=-1.59, Synergy_HSA=-1.68. (4) Drug 1: C1=CC(=CC=C1CC(C(=O)O)N)N(CCCl)CCCl.Cl. Drug 2: CCCCCOC(=O)NC1=NC(=O)N(C=C1F)C2C(C(C(O2)C)O)O. Cell line: SK-MEL-28. Synergy scores: CSS=4.28, Synergy_ZIP=1.31, Synergy_Bliss=3.59, Synergy_Loewe=-3.19, Synergy_HSA=-0.592. (5) Drug 1: CN1C(=O)N2C=NC(=C2N=N1)C(=O)N. Drug 2: C1=NC(=NC(=O)N1C2C(C(C(O2)CO)O)O)N. Cell line: OVCAR-5. Synergy scores: CSS=2.82, Synergy_ZIP=1.17, Synergy_Bliss=0.453, Synergy_Loewe=-33.4, Synergy_HSA=-13.3. (6) Drug 1: C1CCC(C1)C(CC#N)N2C=C(C=N2)C3=C4C=CNC4=NC=N3. Drug 2: CS(=O)(=O)C1=CC(=C(C=C1)C(=O)NC2=CC(=C(C=C2)Cl)C3=CC=CC=N3)Cl. Cell line: SNB-19. Synergy scores: CSS=1.73, Synergy_ZIP=1.55, Synergy_Bliss=2.92, Synergy_Loewe=-0.636, Synergy_HSA=-0.223. (7) Drug 1: C1=C(C(=O)NC(=O)N1)N(CCCl)CCCl. Drug 2: C1C(C(OC1N2C=NC(=NC2=O)N)CO)O. Cell line: SW-620. Synergy scores: CSS=47.1, Synergy_ZIP=2.30, Synergy_Bliss=2.04, Synergy_Loewe=-0.770, Synergy_HSA=6.99. (8) Cell line: EKVX. Drug 1: CN1C(=O)N2C=NC(=C2N=N1)C(=O)N. Synergy scores: CSS=0.424, Synergy_ZIP=2.01, Synergy_Bliss=3.03, Synergy_Loewe=0.245, Synergy_HSA=-0.611. Drug 2: C1C(C(OC1N2C=NC3=C2NC=NCC3O)CO)O. (9) Drug 1: C1=NC2=C(N=C(N=C2N1C3C(C(C(O3)CO)O)F)Cl)N. Drug 2: N.N.Cl[Pt+2]Cl. Cell line: SF-539. Synergy scores: CSS=47.0, Synergy_ZIP=0.163, Synergy_Bliss=-0.111, Synergy_Loewe=-0.218, Synergy_HSA=-0.661.